The task is: Predict the reaction yield, written as a fraction of the theoretical maximum amount of product (1.0 means a 100% yield; for example, 0.34 means a 34% yield).. This data is from Reaction yield outcomes from USPTO patents with 853,638 reactions. (1) The reactants are [NH2:1][C@H:2]1[C:11]2[C:6](=[CH:7][CH:8]=[CH:9][CH:10]=2)[N:5]([C:12]([C:14]2[CH:19]=[CH:18][C:17]([F:20])=[CH:16][CH:15]=2)=[O:13])[C@@H:4]([CH3:21])[CH2:3]1.[Cl:22][C:23]1[CH:28]=[CH:27][C:26](B(O)O)=[CH:25][CH:24]=1.N1C=CC=CC=1.[C:38](OCC)(=[O:40])[CH3:39]. The catalyst is CN(C=O)C.C([O-])(=O)C.[Cu+2].C([O-])(=O)C. The product is [Cl:22][C:23]1[CH:28]=[CH:27][C:26]([N:1]([C@H:2]2[C:11]3[C:6](=[CH:7][CH:8]=[CH:9][CH:10]=3)[N:5]([C:12](=[O:13])[C:14]3[CH:15]=[CH:16][C:17]([F:20])=[CH:18][CH:19]=3)[C@@H:4]([CH3:21])[CH2:3]2)[C:38](=[O:40])[CH3:39])=[CH:25][CH:24]=1. The yield is 0.180. (2) The reactants are [C:1](Cl)(=[O:6])[C:2]([CH3:5])([CH3:4])[CH3:3].[Br:8][C:9]1[C:10]([F:19])=[C:11]2[C:17]([NH2:18])=[CH:16][NH:15][C:12]2=[N:13][CH:14]=1. The catalyst is N1C=CC=CC=1. The product is [Br:8][C:9]1[C:10]([F:19])=[C:11]2[C:17]([NH:18][C:1](=[O:6])[C:2]([CH3:5])([CH3:4])[CH3:3])=[CH:16][NH:15][C:12]2=[N:13][CH:14]=1. The yield is 0.620. (3) The reactants are [NH2:1][C:2]1[CH:10]=[CH:9][CH:8]=[C:7]2[C:3]=1[C:4](=[O:20])[N:5]([CH:12]1[CH2:17][CH2:16][C:15](=[O:18])[NH:14][C:13]1=[O:19])[C:6]2=[O:11].[O:21]1[CH:25]=[CH:24][CH:23]=[C:22]1[CH:26]=O.[BH4-].[Na+]. The catalyst is C(O)(=O)C. The product is [O:19]=[C:13]1[CH:12]([N:5]2[C:4](=[O:20])[C:3]3[C:7](=[CH:8][CH:9]=[CH:10][C:2]=3[NH:1][CH2:26][C:22]3[O:21][CH:25]=[CH:24][CH:23]=3)[C:6]2=[O:11])[CH2:17][CH2:16][C:15](=[O:18])[NH:14]1. The yield is 0.350. (4) The reactants are [CH3:1][O:2][C:3](=[O:15])[C:4](=[N+]=[N-])[C:5]1[CH:10]=[CH:9][C:8]([Cl:11])=[C:7]([Cl:12])[CH:6]=1.ClCCl.[CH:19]1([OH:24])[CH2:23][CH2:22][CH2:21][CH2:20]1. The catalyst is CC(O)=O.CC(O)=O.CC(O)=O.CC(O)=O.[Rh].[Rh].O. The product is [CH3:1][O:2][C:3](=[O:15])[CH:4]([O:24][CH:19]1[CH2:23][CH2:22][CH2:21][CH2:20]1)[C:5]1[CH:10]=[CH:9][C:8]([Cl:11])=[C:7]([Cl:12])[CH:6]=1. The yield is 0.640. (5) The reactants are [Cl:1][C:2]1[CH:7]=[CH:6][C:5]([C:8]2([O:16][CH3:17])[CH2:13][CH2:12][NH:11][CH2:10][C:9]2([CH3:15])[OH:14])=[CH:4][CH:3]=1.C(=O)([O-])[O-].[K+].[K+].Br[CH2:25][CH2:26][CH:27]=[C:28]1[C:34]2[CH:35]=[CH:36][CH:37]=[N:38][C:33]=2[CH2:32][O:31][C:30]2[CH:39]=[CH:40][C:41]([C:43]([OH:46])([CH3:45])[CH3:44])=[CH:42][C:29]1=2. The catalyst is C(#N)C.O. The product is [Cl:1][C:2]1[CH:7]=[CH:6][C:5]([C:8]2([O:16][CH3:17])[CH2:13][CH2:12][N:11]([CH2:25][CH2:26][CH:27]=[C:28]3[C:34]4[CH:35]=[CH:36][CH:37]=[N:38][C:33]=4[CH2:32][O:31][C:30]4[CH:39]=[CH:40][C:41]([C:43]([OH:46])([CH3:45])[CH3:44])=[CH:42][C:29]3=4)[CH2:10][C:9]2([CH3:15])[OH:14])=[CH:4][CH:3]=1. The yield is 0.350.